This data is from Reaction yield outcomes from USPTO patents with 853,638 reactions. The task is: Predict the reaction yield, written as a fraction of the theoretical maximum amount of product (1.0 means a 100% yield; for example, 0.34 means a 34% yield). (1) The catalyst is C(#N)C. The yield is 0.650. The product is [CH2:1]([N:8]1[C:16]2[C:11](=[CH:12][C:13]([C:17]([OH:26])([C:18]([F:19])([F:20])[F:21])[C:22]([F:25])([F:23])[F:24])=[CH:14][CH:15]=2)[C:10]([Cl:35])=[C:9]1[CH3:27])[C:2]1[CH:3]=[CH:4][CH:5]=[CH:6][CH:7]=1. The reactants are [CH2:1]([N:8]1[C:16]2[C:11](=[CH:12][C:13]([C:17]([OH:26])([C:22]([F:25])([F:24])[F:23])[C:18]([F:21])([F:20])[F:19])=[CH:14][CH:15]=2)[CH:10]=[C:9]1[CH3:27])[C:2]1[CH:7]=[CH:6][CH:5]=[CH:4][CH:3]=1.C1C(=O)N([Cl:35])C(=O)C1.[NH4+].[Cl-].CCOCC. (2) The reactants are [C:1]([N:20]1[CH:24]=[C:23]([NH:25][C:26](=O)[C:27]2[CH:32]=[CH:31][CH:30]=[CH:29][CH:28]=2)[N:22]=[CH:21]1)([C:14]1[CH:19]=[CH:18][CH:17]=[CH:16][CH:15]=1)([C:8]1[CH:13]=[CH:12][CH:11]=[CH:10][CH:9]=1)[C:2]1[CH:7]=[CH:6][CH:5]=[CH:4][CH:3]=1.[H-].[Al+3].[Li+].[H-].[H-].[H-].O. The catalyst is O1CCCC1. The product is [CH2:26]([NH:25][C:23]1[N:22]=[CH:21][N:20]([C:1]([C:14]2[CH:19]=[CH:18][CH:17]=[CH:16][CH:15]=2)([C:8]2[CH:9]=[CH:10][CH:11]=[CH:12][CH:13]=2)[C:2]2[CH:7]=[CH:6][CH:5]=[CH:4][CH:3]=2)[CH:24]=1)[C:27]1[CH:28]=[CH:29][CH:30]=[CH:31][CH:32]=1. The yield is 0.440.